Dataset: Full USPTO retrosynthesis dataset with 1.9M reactions from patents (1976-2016). Task: Predict the reactants needed to synthesize the given product. (1) Given the product [CH3:32][CH:31]([CH3:33])[CH2:30][C:29]([NH:10][CH2:11][CH2:12][CH2:13][N:14]1[C:23]2[CH:22]=[CH:21][CH:20]=[CH:19][C:18]=2[C:17]2=[N:24][NH:25][C:26]([CH3:27])=[C:16]2[C:15]1=[O:28])=[O:34], predict the reactants needed to synthesize it. The reactants are: CCN(C(C)C)C(C)C.[NH2:10][CH2:11][CH2:12][CH2:13][N:14]1[C:23]2[CH:22]=[CH:21][CH:20]=[CH:19][C:18]=2[C:17]2[NH:24][N:25]=[C:26]([CH3:27])[C:16]=2[C:15]1=[O:28].[C:29](Cl)(=[O:34])[CH2:30][CH:31]([CH3:33])[CH3:32]. (2) Given the product [F:1][C:2]1[CH:3]=[C:4]([NH:10][C:11]2[C:12]([C:33]3[N:41]=[C:40]([CH3:42])[N:39]=[C:38]4[C:34]=3[N:35]=[CH:36][NH:37]4)=[CH:13][C:14]([C@H:17]([N:19]3[CH2:24][CH2:23][N:22]([S:58]([CH3:57])(=[O:60])=[O:59])[CH2:21][C@@H:20]3[CH3:32])[CH3:18])=[CH:15][N:16]=2)[CH:5]=[N:6][C:7]=1[O:8][CH3:9], predict the reactants needed to synthesize it. The reactants are: [F:1][C:2]1[CH:3]=[C:4]([NH:10][C:11]2[N:16]=[CH:15][C:14]([C@H:17]([N:19]3[CH2:24][CH2:23][N:22](C(OC(C)(C)C)=O)[CH2:21][C@@H:20]3[CH3:32])[CH3:18])=[CH:13][C:12]=2[C:33]2[N:41]=[C:40]([CH3:42])[N:39]=[C:38]3[C:34]=2[N:35]=[CH:36][N:37]3C2CCCCO2)[CH:5]=[N:6][C:7]=1[O:8][CH3:9].FC(F)(F)C(O)=O.F[C:57](F)(F)[S:58](O)(=[O:60])=[O:59].CS(Cl)(=O)=O. (3) Given the product [CH2:36]([O:35][C:33]([C:24]1[S:23][C:22]([N:15]2[CH2:16][CH2:17][C@@H:12]([NH:11][C:9]([C:5]3[NH:6][C:7]([CH3:8])=[C:3]([Cl:2])[C:4]=3[C:19]#[N:20])=[O:10])[C@@H:13]([F:18])[CH2:14]2)=[N:26][C:25]=1[C:27]1[CH:32]=[N:31][CH:30]=[CH:29][N:28]=1)=[O:34])[CH3:37], predict the reactants needed to synthesize it. The reactants are: Cl.[Cl:2][C:3]1[C:4]([C:19]#[N:20])=[C:5]([C:9]([NH:11][C@@H:12]2[CH2:17][CH2:16][NH:15][CH2:14][C@@H:13]2[F:18])=[O:10])[NH:6][C:7]=1[CH3:8].Cl[C:22]1[S:23][C:24]([C:33]([O:35][CH2:36][CH3:37])=[O:34])=[C:25]([C:27]2[CH:32]=[N:31][CH:30]=[CH:29][N:28]=2)[N:26]=1.C(N(C(C)C)CC)(C)C. (4) Given the product [CH2:1]([O:3][C:4]([C@H:6]1[C@@H:11]([NH:12][CH2:19][C:18]2[CH:21]=[CH:22][C:15]([F:14])=[CH:16][CH:17]=2)[C@H:10]2[CH2:13][C@@H:7]1[CH2:8][CH2:9]2)=[O:5])[CH3:2], predict the reactants needed to synthesize it. The reactants are: [CH2:1]([O:3][C:4]([C@H:6]1[C@@H:11]([NH2:12])[C@H:10]2[CH2:13][C@@H:7]1[CH2:8][CH2:9]2)=[O:5])[CH3:2].[F:14][C:15]1[CH:22]=[CH:21][C:18]([CH:19]=O)=[CH:17][CH:16]=1.C(O)(=O)C.C([BH3-])#N.[Na+]. (5) The reactants are: Cl[C:2]1[CH:22]=[CH:21][C:5]([C:6]([NH:8][C:9]2[S:10][C:11]([CH3:20])=[C:12]([C:14]3[CH:19]=[CH:18][CH:17]=[CH:16][CH:15]=3)[N:13]=2)=[O:7])=[CH:4][N:3]=1.Cl.[F:24][C:25]([F:39])([F:38])[C:26]1[CH:27]=[C:28]([CH:32]2[CH2:37][CH2:36][NH:35][CH2:34][CH2:33]2)[CH:29]=[CH:30][CH:31]=1.C(N(C(C)C)CC)(C)C. Given the product [CH3:20][C:11]1[S:10][C:9]([NH:8][C:6]([C:5]2[CH:21]=[CH:22][C:2]([N:35]3[CH2:36][CH2:37][CH:32]([C:28]4[CH:29]=[CH:30][CH:31]=[C:26]([C:25]([F:24])([F:38])[F:39])[CH:27]=4)[CH2:33][CH2:34]3)=[N:3][CH:4]=2)=[O:7])=[N:13][C:12]=1[C:14]1[CH:19]=[CH:18][CH:17]=[CH:16][CH:15]=1, predict the reactants needed to synthesize it. (6) Given the product [C:7]1([C:13]23[CH2:14][CH:15]4[CH2:16][CH:17]([CH2:21]2)[C:25]([C:26]([OH:28])=[O:27])([CH2:19]4)[CH2:20]3)[CH:12]=[CH:11][CH:10]=[CH:9][CH:8]=1, predict the reactants needed to synthesize it. The reactants are: [OH-].[Na+].BrBr.Br[O-].[C:7]1([C:13]23[CH2:21][CH:17]4C[CH:19]([CH2:20]2)[C:15](C(=O)C)([CH2:16]4)[CH2:14]3)[CH:12]=[CH:11][CH:10]=[CH:9][CH:8]=1.[CH3:25][C:26]([OH:28])=[O:27]. (7) Given the product [F:43][C:2]([F:42])([F:1])[C:3]1[CH:4]=[CH:5][C:6]([CH2:9][CH2:10][C:11]2[N:12]([C:16]3[CH:17]=[CH:18][C:19]([N:22]4[C:36](=[O:38])[CH2:35][C:34](=[O:41])[NH:33][C:24]5[C:25]6[C:30]([CH:31]=[CH:32][C:23]4=5)=[CH:29][CH:28]=[CH:27][CH:26]=6)=[CH:20][CH:21]=3)[CH:13]=[CH:14][N:15]=2)=[CH:7][CH:8]=1, predict the reactants needed to synthesize it. The reactants are: [F:1][C:2]([F:43])([F:42])[C:3]1[CH:8]=[CH:7][C:6]([CH2:9][CH2:10][C:11]2[N:12]([C:16]3[CH:21]=[CH:20][C:19]([NH:22][C:23]4[CH:32]=[CH:31][C:30]5[C:25](=[CH:26][CH:27]=[CH:28][CH:29]=5)[C:24]=4[NH:33][C:34](=[O:41])[CH2:35][C:36]([O:38]CC)=O)=[CH:18][CH:17]=3)[CH:13]=[CH:14][N:15]=2)=[CH:5][CH:4]=1.[N+](C1C2C(=CC=CC=2)C=CC=1NC1C=CC(N)=CC=1)([O-])=O.FC(F)(F)C1C=CC(CCC(O)=O)=CC=1.O=C(NC1C2C(=CC=CC=2)C=CC=1NC1C=CC=C(N2C(CCC3C=CC=CN=3)=NN=N2)C=1)C(OCC)=O.Cl.FC(F)(F)C1C=CC=CC=1CN1C=CN=C1C1C=CC(N2C(=O)CC(=O)NC3C4C(C=CC2=3)=CC=CC=4)=CC=1.N1C=CC=CC=1CCC1N(C2C=C(NC3C(N)=CC=C4C=3C=CC=C4)C=CC=2)N=NN=1.Cl.N1C=CC=CC=1CCC1N(C2C=C(N3C4C=CC5C=CC=CC=5C=4NC(=O)C3=O)C=CC=2)N=NN=1. (8) Given the product [CH3:14][C:7]1([C:1]2[CH:6]=[CH:5][CH:4]=[CH:3][CH:2]=2)[CH2:12][CH2:11][CH2:10][CH2:9][C:8]1=[O:13], predict the reactants needed to synthesize it. The reactants are: [C:1]1([CH:7]2[CH2:12][CH2:11][CH2:10][CH2:9][C:8]2=[O:13])[CH:6]=[CH:5][CH:4]=[CH:3][CH:2]=1.[CH:14]([N-]C(C)C)(C)C.[Li+].[Li]CCCC.C(NC(C)C)(C)C.IC. (9) Given the product [CH:25]1([C:28]2[N:33]=[CH:32][C:31]([C:34]([NH:24][CH2:23][C:3]3[CH:4]=[CH:5][C:6]([C:8]4[CH:13]=[CH:12][N:11]=[C:10]5[NH:14][C:15]([C:17]6[CH:18]=[N:19][N:20]([CH3:22])[CH:21]=6)=[N:16][C:9]=45)=[CH:7][C:2]=3[F:1])=[O:35])=[CH:30][CH:29]=2)[CH2:27][CH2:26]1, predict the reactants needed to synthesize it. The reactants are: [F:1][C:2]1[CH:7]=[C:6]([C:8]2[CH:13]=[CH:12][N:11]=[C:10]3[NH:14][C:15]([C:17]4[CH:18]=[N:19][N:20]([CH3:22])[CH:21]=4)=[N:16][C:9]=23)[CH:5]=[CH:4][C:3]=1[CH2:23][NH2:24].[CH:25]1([C:28]2[N:33]=[CH:32][C:31]([C:34](O)=[O:35])=[CH:30][CH:29]=2)[CH2:27][CH2:26]1.CN(C(ON1N=NC2C=CC=NC1=2)=[N+](C)C)C.F[P-](F)(F)(F)(F)F.CCN(C(C)C)C(C)C.